This data is from Forward reaction prediction with 1.9M reactions from USPTO patents (1976-2016). The task is: Predict the product of the given reaction. (1) Given the reactants [Cl:1][C:2]1[C:3]2[N:4]([N:16]=[CH:17][N:18]=2)[CH:5]=[C:6]([C:8]2[CH:13]=[CH:12][C:11]([F:14])=[CH:10][C:9]=2[F:15])[N:7]=1.Cl.[NH2:20][C:21]1[C:26]([C:27](=[O:32])[C:28]([F:31])([F:30])[F:29])=[CH:25][CH:24]=[C:23]([NH:33][CH2:34][CH2:35][NH2:36])[N:22]=1.C(N(CC)C(C)C)(C)C, predict the reaction product. The product is: [ClH:1].[NH2:20][C:21]1[C:26]([C:27](=[O:32])[C:28]([F:29])([F:31])[F:30])=[CH:25][CH:24]=[C:23]([NH:33][CH2:34][CH2:35][NH:36][C:2]2[C:3]3[N:4]([N:16]=[CH:17][N:18]=3)[CH:5]=[C:6]([C:8]3[CH:13]=[CH:12][C:11]([F:14])=[CH:10][C:9]=3[F:15])[N:7]=2)[N:22]=1. (2) Given the reactants [C:1]([O:5][C:6]([N:8]([C:25]1[CH:30]=[CH:29][N:28]=[C:27](Cl)[N:26]=1)[C:9]1[CH:10]=[C:11]2[C:15](=[CH:16][CH:17]=1)[N:14](C(OC(C)(C)C)=O)[N:13]=[CH:12]2)=[O:7])([CH3:4])([CH3:3])[CH3:2].C([O-])([O-])=O.[Na+].[Na+].CC(OC(OC(OC(C)(C)C)=O)=O)(C)C.[CH3:53][O:54][C:55]1[CH:56]=[C:57](B(O)O)[CH:58]=[CH:59][CH:60]=1, predict the reaction product. The product is: [NH:14]1[C:15]2[C:11](=[CH:10][C:9]([N:8]([C:25]3[CH:30]=[CH:29][N:28]=[C:27]([C:59]4[CH:58]=[CH:57][CH:56]=[C:55]([O:54][CH3:53])[CH:60]=4)[N:26]=3)[C:6](=[O:7])[O:5][C:1]([CH3:2])([CH3:4])[CH3:3])=[CH:17][CH:16]=2)[CH:12]=[N:13]1. (3) Given the reactants [CH3:1][C:2]1([CH3:20])[C:10]2[C:5](=[CH:6][CH:7]=[C:8](OS(C(F)(F)F)(=O)=O)[CH:9]=2)[C:4](=[O:19])[CH2:3]1.[CH3:21][C:22]1[C:26](B(O)O)=[C:25]([CH3:30])[O:24][N:23]=1, predict the reaction product. The product is: [CH3:21][C:22]1[C:26]([C:8]2[CH:9]=[C:10]3[C:5](=[CH:6][CH:7]=2)[C:4](=[O:19])[CH2:3][C:2]3([CH3:20])[CH3:1])=[C:25]([CH3:30])[O:24][N:23]=1. (4) Given the reactants [Cl:1][C:2]1[CH:3]=[C:4]([CH2:8][CH2:9][NH:10][C:11]([C:13]2[N:14]=[N:15][C:16](Cl)=[CH:17][CH:18]=2)=[O:12])[CH:5]=[CH:6][CH:7]=1.[N:20]1([C:26]([C:28]2[CH:33]=[CH:32][CH:31]=[CH:30][C:29]=2[C:34]([F:37])([F:36])[F:35])=[O:27])[CH2:25][CH2:24][NH:23][CH2:22][CH2:21]1, predict the reaction product. The product is: [Cl:1][C:2]1[CH:3]=[C:4]([CH2:8][CH2:9][NH:10][C:11]([C:13]2[N:14]=[N:15][C:16]([N:23]3[CH2:24][CH2:25][N:20]([C:26](=[O:27])[C:28]4[CH:33]=[CH:32][CH:31]=[CH:30][C:29]=4[C:34]([F:37])([F:35])[F:36])[CH2:21][CH2:22]3)=[CH:17][CH:18]=2)=[O:12])[CH:5]=[CH:6][CH:7]=1. (5) Given the reactants I[C:2]1[CH:7]=[CH:6][CH:5]=[CH:4][C:3]=1[CH2:8][C:9]([O:11][CH3:12])=[O:10].[CH2:13]([Sn](CCCC)(CCCC)CCCC)[CH:14]=[CH2:15], predict the reaction product. The product is: [CH2:15]([C:2]1[CH:7]=[CH:6][CH:5]=[CH:4][C:3]=1[CH2:8][C:9]([O:11][CH3:12])=[O:10])[CH:14]=[CH2:13]. (6) Given the reactants [NH2:1][C:2]1[CH:7]=[CH:6][C:5]([CH3:8])=[CH:4][C:3]=1[SH:9].[Br:10][C:11]1[CH:18]=[CH:17][C:14]([CH:15]=O)=[CH:13][CH:12]=1.CC1C=CC(S(O)(=O)=O)=CC=1, predict the reaction product. The product is: [Br:10][C:11]1[CH:18]=[CH:17][C:14]([C:15]2[S:9][C:3]3[CH:4]=[C:5]([CH3:8])[CH:6]=[CH:7][C:2]=3[N:1]=2)=[CH:13][CH:12]=1. (7) Given the reactants [Br:1][C:2]1[CH:7]=[CH:6][CH:5]=[CH:4][C:3]=1[CH2:8]Br.[CH:10]1([Mg]Br)[CH2:13][CH2:12][CH2:11]1, predict the reaction product. The product is: [Br:1][C:2]1[CH:7]=[CH:6][CH:5]=[CH:4][C:3]=1[CH2:8][CH:10]1[CH2:13][CH2:12][CH2:11]1.